This data is from Full USPTO retrosynthesis dataset with 1.9M reactions from patents (1976-2016). The task is: Predict the reactants needed to synthesize the given product. (1) Given the product [CH3:33][Si:2]([CH3:32])([CH3:1])[CH2:3][CH2:4][O:5][CH2:6][N:7]1[C:15]2[CH2:14][CH:13]3[CH2:12][CH:11]([CH2:16]3)[C:10]=2[C:9]([C:29]([OH:31])=[O:30])=[N:8]1, predict the reactants needed to synthesize it. The reactants are: [CH3:1][Si:2]([CH3:33])([CH3:32])[CH2:3][CH2:4][O:5][CH2:6][N:7]1[C:15]2[CH2:14][CH:13]([C:16]3C=NN(COCC[Si](C)(C)C)C=3)[CH2:12][CH2:11][C:10]=2[C:9]([C:29]([OH:31])=[O:30])=[N:8]1.C12CC(C1)CCC2=O. (2) Given the product [NH2:18][C:12]1[CH:13]=[C:14]([F:17])[CH:15]=[CH:16][C:11]=1[C:9]([NH:8][C@:7]([CH:1]1[CH2:2][CH2:3][CH2:4][CH2:5][CH2:6]1)([C:22]([O:24][CH3:25])=[O:23])[CH3:21])=[O:10], predict the reactants needed to synthesize it. The reactants are: [CH:1]1([C@@:7]([C:22]([O:24][CH3:25])=[O:23])([CH3:21])[NH:8][C:9]([C:11]2[CH:16]=[CH:15][C:14]([F:17])=[CH:13][C:12]=2[N+:18]([O-])=O)=[O:10])[CH2:6][CH2:5][CH2:4][CH2:3][CH2:2]1.[H][H].